Task: Predict the reactants needed to synthesize the given product.. Dataset: Full USPTO retrosynthesis dataset with 1.9M reactions from patents (1976-2016) (1) Given the product [F:1][C:2]([F:7])([F:6])[C:3]([OH:5])=[O:4].[F:8][C:9]([F:14])([F:13])[C:10]([OH:12])=[O:11].[CH3:22][C:23]1[CH:32]=[C:31]([CH2:33][O:34][C:35]2[CH:36]=[CH:37][C:38]([C:41]3([N:50]4[CH2:55][CH2:54][N:53]([S:57]([CH3:56])(=[O:59])=[O:58])[CH2:52][CH2:51]4)[C:46](=[O:47])[NH:45][C:44](=[O:48])[NH:43][C:42]3=[O:49])=[CH:39][CH:40]=2)[C:30]2[C:25](=[CH:26][CH:27]=[CH:28][CH:29]=2)[N:24]=1, predict the reactants needed to synthesize it. The reactants are: [F:1][C:2]([F:7])([F:6])[C:3]([OH:5])=[O:4].[F:8][C:9]([F:14])([F:13])[C:10]([OH:12])=[O:11].FC(F)(F)C(O)=O.[CH3:22][C:23]1[CH:32]=[C:31]([CH2:33][O:34][C:35]2[CH:40]=[CH:39][C:38]([C:41]3([N:50]4[CH2:55][CH2:54][NH:53][CH2:52][CH2:51]4)[C:46](=[O:47])[NH:45][C:44](=[O:48])[NH:43][C:42]3=[O:49])=[CH:37][CH:36]=2)[C:30]2[C:25](=[CH:26][CH:27]=[CH:28][CH:29]=2)[N:24]=1.[CH3:56][S:57](Cl)(=[O:59])=[O:58]. (2) Given the product [NH2:1][C:2]1[N:3]=[CH:4][C:5]2[C:10]([C:11]([C:13]3[CH:18]=[C:17]([NH:19][C:33](=[O:34])[CH2:32][C:29]4[CH:30]=[CH:31][C:26]([C:24]#[N:25])=[CH:27][CH:28]=4)[CH:16]=[N:15][CH:14]=3)=[O:12])=[CH:9][N:8]([C:20]([CH3:23])([CH3:22])[CH3:21])[C:6]=2[N:7]=1, predict the reactants needed to synthesize it. The reactants are: [NH2:1][C:2]1[N:3]=[CH:4][C:5]2[C:10]([C:11]([C:13]3[CH:14]=[N:15][CH:16]=[C:17]([NH2:19])[CH:18]=3)=[O:12])=[CH:9][N:8]([C:20]([CH3:23])([CH3:22])[CH3:21])[C:6]=2[N:7]=1.[C:24]([C:26]1[CH:31]=[CH:30][C:29]([CH2:32][C:33](O)=[O:34])=[CH:28][CH:27]=1)#[N:25]. (3) The reactants are: [CH3:1][C:2]1[CH:7]=[CH:6][C:5]([C:8]2[O:12][N:11]=[CH:10][C:9]=2[C:13]([OH:15])=O)=[CH:4][CH:3]=1.[CH2:16]([CH:23]1[CH2:27][CH2:26][CH2:25][NH:24]1)[C:17]1[CH:22]=[CH:21][CH:20]=[CH:19][CH:18]=1. Given the product [CH2:16]([CH:23]1[CH2:27][CH2:26][CH2:25][N:24]1[C:13]([C:9]1[CH:10]=[N:11][O:12][C:8]=1[C:5]1[CH:4]=[CH:3][C:2]([CH3:1])=[CH:7][CH:6]=1)=[O:15])[C:17]1[CH:22]=[CH:21][CH:20]=[CH:19][CH:18]=1, predict the reactants needed to synthesize it.